This data is from Full USPTO retrosynthesis dataset with 1.9M reactions from patents (1976-2016). The task is: Predict the reactants needed to synthesize the given product. (1) Given the product [Si:26]([O:43][C:44]1[CH:51]=[CH:50][C:47]([CH:48]([C:15]2([C:11]3[CH:10]=[C:9]([C:5]4[CH:6]=[CH:7][CH:8]=[C:3]([O:2][CH3:1])[CH:4]=4)[CH:14]=[CH:13][CH:12]=3)[S:16][CH2:17][CH2:18][CH2:19][S:20]2)[OH:49])=[CH:46][CH:45]=1)([C:39]([CH3:41])([CH3:42])[CH3:40])([C:33]1[CH:38]=[CH:37][CH:36]=[CH:35][CH:34]=1)[C:27]1[CH:28]=[CH:29][CH:30]=[CH:31][CH:32]=1, predict the reactants needed to synthesize it. The reactants are: [CH3:1][O:2][C:3]1[CH:4]=[C:5]([C:9]2[CH:14]=[CH:13][CH:12]=[C:11]([CH:15]3[S:20][CH2:19][CH2:18][CH2:17][S:16]3)[CH:10]=2)[CH:6]=[CH:7][CH:8]=1.C([Li])CCC.[Si:26]([O:43][C:44]1[CH:51]=[CH:50][C:47]([CH:48]=[O:49])=[CH:46][CH:45]=1)([C:39]([CH3:42])([CH3:41])[CH3:40])([C:33]1[CH:38]=[CH:37][CH:36]=[CH:35][CH:34]=1)[C:27]1[CH:32]=[CH:31][CH:30]=[CH:29][CH:28]=1.[Cl-].[NH4+]. (2) Given the product [Cl:35][C:36]1[CH:37]=[CH:38][C:39]([S:42]([NH:45][C:25]([NH:24][CH2:23][CH2:22][C:19]2[CH:18]=[CH:17][C:16]([N:13]3[C:14]([CH3:15])=[C:10]([C:6]4[CH:5]=[C:4]([CH:9]=[CH:8][CH:7]=4)[C:2]([NH2:1])=[O:3])[C:11]([CH3:34])=[N:12]3)=[CH:21][CH:20]=2)=[O:33])(=[O:43])=[O:44])=[CH:40][CH:41]=1, predict the reactants needed to synthesize it. The reactants are: [NH2:1][C:2]([C:4]1[CH:5]=[C:6]([C:10]2[C:11]([CH3:34])=[N:12][N:13]([C:16]3[CH:21]=[CH:20][C:19]([CH2:22][CH2:23][NH:24][C:25](=[O:33])OC4C=CC=CC=4)=[CH:18][CH:17]=3)[C:14]=2[CH3:15])[CH:7]=[CH:8][CH:9]=1)=[O:3].[Cl:35][C:36]1[CH:41]=[CH:40][C:39]([S:42]([NH2:45])(=[O:44])=[O:43])=[CH:38][CH:37]=1. (3) Given the product [OH:12][C:5]1[C:6]([CH3:11])=[CH:7][C:8]([I:10])=[CH:9][C:4]=1[C:3]([NH:15][OH:16])=[O:2], predict the reactants needed to synthesize it. The reactants are: C[O:2][C:3](=O)[C:4]1[CH:9]=[C:8]([I:10])[CH:7]=[C:6]([CH3:11])[C:5]=1[OH:12].Cl.[NH2:15][OH:16].[OH-].[K+].C(O)(=O)C. (4) Given the product [F:25][C:3]1[C:2]([C:35]#[C:34][C@@:32]([OH:36])([C:29]2[N:28]=[C:27]([CH3:26])[O:31][N:30]=2)[CH3:33])=[CH:24][C:6]2[C:7]3[N:8]([C:12]([C:18]4[NH:22][N:21]=[C:20]([CH3:23])[CH:19]=4)=[C:13]([C:15]([NH2:17])=[O:16])[N:14]=3)[CH2:9][CH2:10][O:11][C:5]=2[CH:4]=1, predict the reactants needed to synthesize it. The reactants are: Br[C:2]1[C:3]([F:25])=[CH:4][C:5]2[O:11][CH2:10][CH2:9][N:8]3[C:12]([C:18]4[NH:22][N:21]=[C:20]([CH3:23])[CH:19]=4)=[C:13]([C:15]([NH2:17])=[O:16])[N:14]=[C:7]3[C:6]=2[CH:24]=1.[CH3:26][C:27]1[O:31][N:30]=[C:29]([C@:32]([OH:36])([C:34]#[CH:35])[CH3:33])[N:28]=1. (5) The reactants are: [NH:1]1[C:5]2=[CH:6][N:7]=[C:8]([NH:10][C:11]3[C:12]4[CH:19]=[C:18]([C:20](O)=[O:21])[NH:17][C:13]=4[N:14]=[CH:15][N:16]=3)[CH:9]=[C:4]2[CH:3]=[N:2]1.[CH2:23]([N:30]([CH3:35])[CH2:31][CH2:32][NH:33][CH3:34])[C:24]1[CH:29]=[CH:28][CH:27]=[CH:26][CH:25]=1. Given the product [CH2:23]([N:30]([CH3:35])[CH2:31][CH2:32][N:33]([CH3:34])[C:20]([C:18]1[NH:17][C:13]2[N:14]=[CH:15][N:16]=[C:11]([NH:10][C:8]3[CH:9]=[C:4]4[CH:3]=[N:2][NH:1][C:5]4=[CH:6][N:7]=3)[C:12]=2[CH:19]=1)=[O:21])[C:24]1[CH:29]=[CH:28][CH:27]=[CH:26][CH:25]=1, predict the reactants needed to synthesize it.